This data is from Reaction yield outcomes from USPTO patents with 853,638 reactions. The task is: Predict the reaction yield, written as a fraction of the theoretical maximum amount of product (1.0 means a 100% yield; for example, 0.34 means a 34% yield). (1) The reactants are [NH2:1][C@H:2]1[CH2:6][CH2:5][N:4]([C:7]([O:9][C:10]([CH3:13])([CH3:12])[CH3:11])=[O:8])[CH2:3]1.[H-].[Na+].[Br:16][C:17]1[CH:18]=[C:19]2[C:24](=[C:25](Br)[N:26]=1)[N:23]=[CH:22][CH:21]=[CH:20]2. The catalyst is CN1CCCC1=O.O. The product is [Br:16][C:17]1[CH:18]=[C:19]2[C:24](=[C:25]([NH:1][C@H:2]3[CH2:6][CH2:5][N:4]([C:7]([O:9][C:10]([CH3:13])([CH3:12])[CH3:11])=[O:8])[CH2:3]3)[N:26]=1)[N:23]=[CH:22][CH:21]=[CH:20]2. The yield is 0.950. (2) The reactants are [O:1]1[CH:6]=[CH:5][CH2:4][CH2:3][CH2:2]1.C1(C)C=CC(S(O)(=O)=O)=CC=1.[OH:18][CH:19]1[CH2:23][CH2:22][N:21]([C:24]([O:26][CH2:27][C:28]2[CH:33]=[CH:32][CH:31]=[CH:30][CH:29]=2)=[O:25])[CH2:20]1. The catalyst is ClCCl. The product is [O:1]1[CH2:2][CH2:3][CH2:4][CH2:5][CH:6]1[O:18][CH:19]1[CH2:23][CH2:22][N:21]([C:24]([O:26][CH2:27][C:28]2[CH:33]=[CH:32][CH:31]=[CH:30][CH:29]=2)=[O:25])[CH2:20]1. The yield is 0.980. (3) The reactants are [O:1]=[S:2]1(=[O:32])[C:7]2[CH:8]=[CH:9][CH:10]=[CH:11][C:6]=2[NH:5][C:4]([C:12]2[C:13](=[O:31])[N:14]([N:23]=[C:24]([CH2:28][CH2:29][CH3:30])[CH2:25][CH2:26][CH3:27])[C:15]3[C:20]([C:21]=2[OH:22])=[CH:19][CH:18]=[CH:17][CH:16]=3)=[N:3]1.CO.[BH4-].[Li+].Cl. The catalyst is O1CCCC1.O. The product is [CH2:25]([CH:24]([NH:23][N:14]1[C:15]2[C:20](=[CH:19][CH:18]=[CH:17][CH:16]=2)[C:21]([OH:22])=[C:12]([C:4]2[NH:5][C:6]3[CH:11]=[CH:10][CH:9]=[CH:8][C:7]=3[S:2](=[O:1])(=[O:32])[N:3]=2)[C:13]1=[O:31])[CH2:28][CH2:29][CH3:30])[CH2:26][CH3:27]. The yield is 0.400. (4) The reactants are Cl[CH2:2][C:3]1[N:4]=[C:5]([C:8]2[CH:13]=[CH:12][C:11]([Cl:14])=[CH:10][CH:9]=2)[S:6][CH:7]=1.[C-:15]#[N:16].[K+]. The catalyst is C(#N)C.C1OCCOCCOCCOCCOCCOC1. The product is [Cl:14][C:11]1[CH:12]=[CH:13][C:8]([C:5]2[S:6][CH:7]=[C:3]([CH2:2][C:15]#[N:16])[N:4]=2)=[CH:9][CH:10]=1. The yield is 0.820. (5) The reactants are [CH2:1]([N:3]1[CH:7]=[C:6]([NH2:8])[CH:5]=[N:4]1)[CH3:2].Br[C:10]1[C:11](=[O:18])[N:12]([CH3:17])[CH:13]=[C:14]([Br:16])[N:15]=1. No catalyst specified. The product is [Br:16][C:14]1[N:15]=[C:10]([NH:8][C:6]2[CH:5]=[N:4][N:3]([CH2:1][CH3:2])[CH:7]=2)[C:11](=[O:18])[N:12]([CH3:17])[CH:13]=1. The yield is 0.750. (6) The reactants are Br[C:2]1[CH:12]=[C:11]([CH3:13])[C:5]2[N:6]=[C:7]([NH2:10])[N:8]=[N:9][C:4]=2[CH:3]=1.[N+:14]([C:17]1[CH:18]=[C:19](B(O)O)[CH:20]=[CH:21][CH:22]=1)([O-:16])=[O:15].C(=O)([O-])[O-].[Na+].[Na+]. The catalyst is [Pd].C1(P(C2C=CC=CC=2)C2C=CC=CC=2)C=CC=CC=1.C1(P(C2C=CC=CC=2)C2C=CC=CC=2)C=CC=CC=1.C1(P(C2C=CC=CC=2)C2C=CC=CC=2)C=CC=CC=1.C1(P(C2C=CC=CC=2)C2C=CC=CC=2)C=CC=CC=1. The product is [CH3:13][C:11]1[C:5]2[N:6]=[C:7]([NH2:10])[N:8]=[N:9][C:4]=2[CH:3]=[C:2]([C:21]2[CH:20]=[CH:19][CH:18]=[C:17]([N+:14]([O-:16])=[O:15])[CH:22]=2)[CH:12]=1. The yield is 0.730.